Dataset: Full USPTO retrosynthesis dataset with 1.9M reactions from patents (1976-2016). Task: Predict the reactants needed to synthesize the given product. (1) Given the product [CH2:1]([C:5]1([CH3:15])[C:10](=[O:11])[N:9]([CH3:12])[C:8](=[O:13])[N:7]([CH2:19][C:20](=[O:21])[C:22]2[CH:27]=[CH:26][CH:25]=[CH:24][CH:23]=2)[C:6]1=[O:14])/[CH:2]=[CH:3]/[CH3:4], predict the reactants needed to synthesize it. The reactants are: [CH2:1]([C:5]1([CH3:15])[C:10](=[O:11])[N:9]([CH3:12])[C:8](=[O:13])[NH:7][C:6]1=[O:14])/[CH:2]=[CH:3]/[CH3:4].[H-].[Na+].Br[CH2:19][C:20]([C:22]1[CH:27]=[CH:26][CH:25]=[CH:24][CH:23]=1)=[O:21]. (2) Given the product [Br:1][C:2]1[C:3]([S:21][C:18]([CH3:20])([CH3:19])[CH3:17])=[C:4]([CH:7]=[CH:8][CH:9]=1)[CH:5]=[O:6], predict the reactants needed to synthesize it. The reactants are: [Br:1][C:2]1[C:3](F)=[C:4]([CH:7]=[CH:8][CH:9]=1)[CH:5]=[O:6].C(=O)([O-])[O-].[K+].[K+].[CH3:17][C:18]([SH:21])([CH3:20])[CH3:19]. (3) Given the product [F:21][C:22]1[CH:28]=[CH:27][C:25]([NH2:26])=[CH:24][C:23]=1[C:2]1[CH:7]=[CH:6][N:5]=[C:4]2[NH:8][C:9]([C:11]3[CH2:12][CH2:13][N:14]([S:17]([CH3:20])(=[O:19])=[O:18])[CH2:15][CH:16]=3)=[CH:10][C:3]=12, predict the reactants needed to synthesize it. The reactants are: Br[C:2]1[CH:7]=[CH:6][N:5]=[C:4]2[NH:8][C:9]([C:11]3[CH2:12][CH2:13][N:14]([S:17]([CH3:20])(=[O:19])=[O:18])[CH2:15][CH:16]=3)=[CH:10][C:3]=12.[F:21][C:22]1[CH:28]=[CH:27][C:25]([NH2:26])=[CH:24][C:23]=1B1OC(C)(C)C(C)(C)O1.C(=O)([O-])[O-].[Na+].[Na+]. (4) Given the product [C:18](=[O:25])([S:19][CH2:20][CH3:21])[O:22][CH2:23][O:5][C:4](=[O:6])[CH2:3][CH2:2][C:1]([O:8][C:9]([CH3:12])([CH3:11])[CH3:10])=[O:7], predict the reactants needed to synthesize it. The reactants are: [C:1]([O:8][C:9]([CH3:12])([CH3:11])[CH3:10])(=[O:7])[CH2:2][CH2:3][C:4]([O-:6])=[O:5].C([O-])(O)=O.[Na+].[C:18](=[O:25])([O:22][CH2:23]I)[S:19][CH2:20][CH3:21]. (5) Given the product [ClH:49].[ClH:49].[CH3:15][C:13]1[CH:12]=[CH:11][C:10]([NH:16][C:17]([CH:19]2[O:24][C:23]3[CH:25]=[CH:26][C:27]([O:29][C:30]([F:32])([F:33])[F:31])=[CH:28][C:22]=3[NH:21][CH2:20]2)=[O:18])=[C:9]([C:8]#[C:34][CH2:35][N:36]2[CH2:40][CH2:42][O:46][CH2:38][CH2:37]2)[CH:14]=1, predict the reactants needed to synthesize it. The reactants are: CS(OCC#[C:8][C:9]1[CH:14]=[C:13]([CH3:15])[CH:12]=[CH:11][C:10]=1[NH:16][C:17]([CH:19]1[O:24][C:23]2[CH:25]=[CH:26][C:27]([O:29][C:30]([F:33])([F:32])[F:31])=[CH:28][C:22]=2[NH:21][CH2:20]1)=[O:18])(=O)=O.[CH3:34][CH2:35][N:36]([CH:40]([CH3:42])C)[CH:37](C)[CH3:38].N1CC[O:46]CC1.[Cl:49]CCl. (6) Given the product [O:28]=[C:9]1[C:10]2([C:20]3=[CH:21][C:22]4[O:26][CH2:25][O:24][C:23]=4[CH:27]=[C:19]3[O:18][CH2:17]2)[C:11]2[C:16](=[CH:15][CH:14]=[CH:13][CH:12]=2)[N:8]1[CH2:7][C:4]1[S:5][CH:6]=[C:2]([C:29]#[N:30])[CH:3]=1, predict the reactants needed to synthesize it. The reactants are: Br[C:2]1[CH:3]=[C:4]([CH2:7][N:8]2[C:16]3[C:11](=[CH:12][CH:13]=[CH:14][CH:15]=3)[C:10]3([C:20]4=[CH:21][C:22]5[O:26][CH2:25][O:24][C:23]=5[CH:27]=[C:19]4[O:18][CH2:17]3)[C:9]2=[O:28])[S:5][CH:6]=1.[CH3:29][N:30](C)C=O. (7) Given the product [CH3:1][C:2]1[C:6]([CH3:7])=[C:5]([NH:8][S:14]([C:13]2[S:9][C:10]3[CH:21]=[CH:20][CH:19]=[CH:18][C:11]=3[CH:12]=2)(=[O:15])=[O:16])[O:4][N:3]=1, predict the reactants needed to synthesize it. The reactants are: [CH3:1][C:2]1[C:6]([CH3:7])=[C:5]([NH2:8])[O:4][N:3]=1.[S:9]1[C:13]([S:14](Cl)(=[O:16])=[O:15])=[CH:12][C:11]2[CH:18]=[CH:19][CH:20]=[CH:21][C:10]1=2.C(OCC)(=O)C.